From a dataset of Full USPTO retrosynthesis dataset with 1.9M reactions from patents (1976-2016). Predict the reactants needed to synthesize the given product. Given the product [Cl:28][CH2:26][C:24]1[CH:23]=[CH:22][C:12]2[N:13]=[C:14]([N:15]3[CH2:20][CH2:19][N:18]([CH3:21])[CH2:17][CH2:16]3)[C:8]3[C:5]4[CH:6]=[CH:7][C:2]([F:1])=[CH:3][C:4]=4[S:27][C:9]=3[NH:10][C:11]=2[CH:25]=1, predict the reactants needed to synthesize it. The reactants are: [F:1][C:2]1[CH:7]=[CH:6][C:5]2[C:8]3[C:14]([N:15]4[CH2:20][CH2:19][N:18]([CH3:21])[CH2:17][CH2:16]4)=[N:13][C:12]4[CH:22]=[CH:23][C:24]([CH3:26])=[CH:25][C:11]=4[NH:10][C:9]=3[S:27][C:4]=2[CH:3]=1.[Cl:28]N1C(=O)CCC1=O.